From a dataset of Reaction yield outcomes from USPTO patents with 853,638 reactions. Predict the reaction yield, written as a fraction of the theoretical maximum amount of product (1.0 means a 100% yield; for example, 0.34 means a 34% yield). (1) The catalyst is C(Cl)Cl. The yield is 0.940. The product is [S:1]1[C:5]2[CH:6]=[CH:7][CH:8]=[CH:9][C:4]=2[N:3]=[C:2]1[S:10]([CH2:11][C:12]([N:14]1[C:23]2[C:18](=[CH:19][CH:20]=[CH:21][CH:22]=2)[CH2:17][CH2:16][CH2:15]1)=[O:13])=[O:32]. The reactants are [S:1]1[C:5]2[CH:6]=[CH:7][CH:8]=[CH:9][C:4]=2[N:3]=[C:2]1[S:10][CH2:11][C:12]([N:14]1[C:23]2[C:18](=[CH:19][CH:20]=[CH:21][CH:22]=2)[CH2:17][CH2:16][CH2:15]1)=[O:13].C1C=C(Cl)C=C(C(OO)=[O:32])C=1. (2) The reactants are Br[C:2]1[CH:3]=[N:4][CH:5]=[C:6]2[C:11]=1[N:10]=[C:9]([C:12]([NH:14][CH2:15][C:16]1[CH:21]=[CH:20][N:19]=[CH:18][CH:17]=1)=[O:13])[CH:8]=[CH:7]2.[N:22]1[CH:27]=[CH:26][CH:25]=[C:24](B(O)O)[CH:23]=1.C(=O)([O-])[O-].[Cs+].[Cs+]. The catalyst is O1CCOCC1.O.C1(P([C-]2C=CC=C2)C2C=CC=CC=2)C=CC=CC=1.[C-]1(P(C2C=CC=CC=2)C2C=CC=CC=2)C=CC=C1.[Fe+2].[Pd](Cl)Cl. The product is [N:22]1[CH:27]=[CH:26][CH:25]=[C:24]([C:2]2[CH:3]=[N:4][CH:5]=[C:6]3[C:11]=2[N:10]=[C:9]([C:12]([NH:14][CH2:15][C:16]2[CH:21]=[CH:20][N:19]=[CH:18][CH:17]=2)=[O:13])[CH:8]=[CH:7]3)[CH:23]=1. The yield is 0.650. (3) The reactants are [F:1][C:2]([F:13])([F:12])[C:3]1[C:10]([Cl:11])=[CH:9][CH:8]=[CH:7][C:4]=1[CH2:5]Br.[CH3:14][CH:15]([CH3:31])[CH2:16][NH:17][CH:18]1[CH2:23][CH2:22][N:21]([C:24]([O:26][C:27]([CH3:30])([CH3:29])[CH3:28])=[O:25])[CH2:20][CH2:19]1.C(=O)([O-])[O-].[K+].[K+]. The catalyst is C(#N)C. The product is [F:1][C:2]([F:13])([F:12])[C:3]1[C:10]([Cl:11])=[CH:9][CH:8]=[CH:7][C:4]=1[CH2:5][N:17]([CH2:16][CH:15]([CH3:31])[CH3:14])[CH:18]1[CH2:19][CH2:20][N:21]([C:24]([O:26][C:27]([CH3:28])([CH3:29])[CH3:30])=[O:25])[CH2:22][CH2:23]1. The yield is 0.407. (4) The yield is 0.460. The reactants are [NH2:1][C:2]1[N:10]=[C:9]([Cl:11])[CH:8]=[CH:7][C:3]=1[C:4]([OH:6])=O.C(N(CC)CC)C.F[P-](F)(F)(F)(F)F.N1(O[P+](N(C)C)(N(C)C)N(C)C)C2C=CC=CC=2N=N1.[O:46]([C:53]1[S:57][C:56]([CH2:58][NH2:59])=[CH:55][CH:54]=1)[C:47]1[CH:52]=[CH:51][CH:50]=[CH:49][CH:48]=1. The catalyst is CN(C)C=O.[Cl-].[Na+].O. The product is [NH2:1][C:2]1[N:10]=[C:9]([Cl:11])[CH:8]=[CH:7][C:3]=1[C:4]([NH:59][CH2:58][C:56]1[S:57][C:53]([O:46][C:47]2[CH:48]=[CH:49][CH:50]=[CH:51][CH:52]=2)=[CH:54][CH:55]=1)=[O:6]. (5) The reactants are O.[OH-].[Li+].[CH:4]1([C@H:10]([NH:15][C:16]([C:18]2[CH:23]=[CH:22][C:21]([F:24])=[CH:20][C:19]=2[NH:25][C:26]([NH:28][C:29]2[C:34]([CH3:35])=[CH:33][C:32]([CH2:36][CH:37]=[CH2:38])=[CH:31][C:30]=2[CH3:39])=[O:27])=[O:17])[C:11]([O:13]C)=[O:12])[CH2:9][CH2:8][CH2:7][CH2:6][CH2:5]1.CO.Cl. The catalyst is C1COCC1.O. The product is [CH:4]1([C@H:10]([NH:15][C:16]([C:18]2[CH:23]=[CH:22][C:21]([F:24])=[CH:20][C:19]=2[NH:25][C:26]([NH:28][C:29]2[C:34]([CH3:35])=[CH:33][C:32]([CH2:36][CH:37]=[CH2:38])=[CH:31][C:30]=2[CH3:39])=[O:27])=[O:17])[C:11]([OH:13])=[O:12])[CH2:5][CH2:6][CH2:7][CH2:8][CH2:9]1. The yield is 0.990. (6) The reactants are [NH2:1][C:2]1[CH:7]=[CH:6][C:5]([OH:8])=[CH:4][CH:3]=1.CC(C)([O-])C.[K+].Cl[C:16]1[CH:21]=[CH:20][N:19]=[C:18]([CH3:22])[CH:17]=1.O. The catalyst is CN(C)C(=O)C. The product is [CH3:22][C:18]1[CH:17]=[C:16]([O:8][C:5]2[CH:6]=[CH:7][C:2]([NH2:1])=[CH:3][CH:4]=2)[CH:21]=[CH:20][N:19]=1. The yield is 0.640. (7) The reactants are C(O[B:5]1[O:9][C:8]([CH3:11])([CH3:10])[C:7]([CH3:13])([CH3:12])[O:6]1)(C)C.C([Li])CCC.[F:19][C:20]1[CH:21]=[C:22]([C:27]2([OH:33])[CH2:32][CH2:31][O:30][CH2:29][CH2:28]2)[CH:23]=[C:24]([F:26])[CH:25]=1. No catalyst specified. The product is [F:26][C:24]1[CH:23]=[C:22]([C:27]2([OH:33])[CH2:32][CH2:31][O:30][CH2:29][CH2:28]2)[CH:21]=[C:20]([F:19])[C:25]=1[B:5]1[O:6][C:7]([CH3:12])([CH3:13])[C:8]([CH3:10])([CH3:11])[O:9]1. The yield is 0.970. (8) The reactants are [C:1]([O:5][C:6]([N:8]1[CH2:14][CH2:13][C:12]2[N:15]=[C:16]([I:18])[NH:17][C:11]=2[CH2:10][CH2:9]1)=[O:7])([CH3:4])([CH3:3])[CH3:2].[H-].[Na+].[CH3:21][Si:22]([CH2:25][CH2:26][O:27][CH2:28]Cl)([CH3:24])[CH3:23]. The catalyst is C1COCC1. The product is [C:1]([O:5][C:6]([N:8]1[CH2:14][CH2:13][C:12]2[N:15]=[C:16]([I:18])[N:17]([CH2:28][O:27][CH2:26][CH2:25][Si:22]([CH3:24])([CH3:23])[CH3:21])[C:11]=2[CH2:10][CH2:9]1)=[O:7])([CH3:4])([CH3:2])[CH3:3]. The yield is 0.780. (9) The reactants are [C:1]12([CH2:11][CH2:12][NH:13][CH2:14][CH2:15][CH2:16][NH:17][CH2:18][CH2:19][CH2:20][C:21]3[CH:26]=[CH:25][N:24]=[CH:23][CH:22]=3)[CH2:10][CH:5]3[CH2:6][CH:7]([CH2:9][CH:3]([CH2:4]3)[CH2:2]1)[CH2:8]2.[C:27](N1C=CN=C1)(N1C=CN=C1)=[O:28]. The catalyst is C(Cl)Cl. The product is [C:1]12([CH2:11][CH2:12][N:13]3[CH2:14][CH2:15][CH2:16][N:17]([CH2:18][CH2:19][CH2:20][C:21]4[CH:22]=[CH:23][N:24]=[CH:25][CH:26]=4)[C:27]3=[O:28])[CH2:2][CH:3]3[CH2:4][CH:5]([CH2:6][CH:7]([CH2:9]3)[CH2:8]1)[CH2:10]2. The yield is 0.0940. (10) The reactants are [Br:1][C:2]1[CH:3]=[C:4]([NH2:10])[C:5]([O:8][CH3:9])=[N:6][CH:7]=1.[CH3:11][S:12](Cl)(=[O:14])=[O:13]. The yield is 0.400. The product is [Br:1][C:2]1[CH:3]=[C:4]([NH:10][S:12]([CH3:11])(=[O:14])=[O:13])[C:5]([O:8][CH3:9])=[N:6][CH:7]=1. The catalyst is N1C=CC=CC=1.C(Cl)Cl.C(O)(=O)CC(CC(O)=O)(C(O)=O)O.